Predict the product of the given reaction. From a dataset of Forward reaction prediction with 1.9M reactions from USPTO patents (1976-2016). Given the reactants [OH:1][C:2]1[N:3]=[CH:4][C:5]2[C:10]([CH:11]=1)=[CH:9][CH:8]=[CH:7][CH:6]=2.[F:12][C:13]([F:26])([F:25])[S:14](O[S:14]([C:13]([F:26])([F:25])[F:12])(=[O:16])=[O:15])(=[O:16])=[O:15], predict the reaction product. The product is: [F:12][C:13]([F:26])([F:25])[S:14]([O:1][C:2]1[N:3]=[CH:4][C:5]2[C:10]([CH:11]=1)=[CH:9][CH:8]=[CH:7][CH:6]=2)(=[O:16])=[O:15].